Dataset: Forward reaction prediction with 1.9M reactions from USPTO patents (1976-2016). Task: Predict the product of the given reaction. (1) Given the reactants C(N(CC)CC(C)(C)CC1C=C(F)C=CC=1S(N[C:18]1[C:27]([C:28]([O:30]C)=[O:29])=[C:26]2[C:21]([C@H:22]3[CH2:32][C@H:23]3[CH2:24][O:25]2)=[CH:20][CH:19]=1)(=O)=O)C.O.[OH-].[Li+].C(O)=O, predict the reaction product. The product is: [CH2:32]1[CH:22]2[CH:23]1[CH2:24][O:25][C:26]1[C:21]2=[CH:20][CH:19]=[CH:18][C:27]=1[C:28]([OH:30])=[O:29]. (2) The product is: [CH:15]1([CH2:18][N:3]2[CH:2]([CH3:1])[CH2:11][C:10]3[C:5](=[CH:6][CH:7]=[CH:8][C:9]=3[N+:12]([O-:14])=[O:13])[CH2:4]2)[CH2:17][CH2:16]1. Given the reactants [CH3:1][CH:2]1[CH2:11][C:10]2[C:5](=[CH:6][CH:7]=[CH:8][C:9]=2[N+:12]([O-:14])=[O:13])[CH2:4][NH:3]1.[CH:15]1([CH:18]=O)[CH2:17][CH2:16]1.CCN(C(C)C)C(C)C.[BH-](OC(C)=O)(OC(C)=O)OC(C)=O.[Na+], predict the reaction product. (3) Given the reactants [Cl:1][C:2]1[CH:3]=[C:4]([C:9]2[N:14]=[C:13]([CH3:15])[N:12]=[C:11]([N:16]([CH2:26][C:27]3[CH:32]=[CH:31][C:30]([O:33][CH3:34])=[CH:29][CH:28]=3)[CH2:17][C:18]3[CH:23]=[CH:22][C:21]([O:24][CH3:25])=[CH:20][CH:19]=3)[N:10]=2)[C:5](F)=[N:6][CH:7]=1.[NH2:35][C:36]1[CH:37]=[CH:38][C:39]([NH:42][C:43](=[O:49])[O:44][C:45]([CH3:48])([CH3:47])[CH3:46])=[N:40][CH:41]=1.[Li+].C[Si]([N-][Si](C)(C)C)(C)C.O, predict the reaction product. The product is: [CH3:25][O:24][C:21]1[CH:22]=[CH:23][C:18]([CH2:17][N:16]([CH2:26][C:27]2[CH:32]=[CH:31][C:30]([O:33][CH3:34])=[CH:29][CH:28]=2)[C:11]2[N:12]=[C:13]([CH3:15])[N:14]=[C:9]([C:4]3[C:5]([NH:35][C:36]4[CH:37]=[CH:38][C:39]([NH:42][C:43](=[O:49])[O:44][C:45]([CH3:47])([CH3:46])[CH3:48])=[N:40][CH:41]=4)=[N:6][CH:7]=[C:2]([Cl:1])[CH:3]=3)[N:10]=2)=[CH:19][CH:20]=1. (4) The product is: [CH:26]1([N:32]([CH3:36])[C:33]([N:3]2[CH:7]=[C:6]([C:8]3[CH:9]=[N:10][CH:11]=[CH:12][CH:13]=3)[N:5]=[CH:4]2)=[O:34])[CH2:31][CH2:30][CH2:29][CH2:28][CH2:27]1. Given the reactants Cl.Cl.[NH:3]1[CH:7]=[C:6]([C:8]2[CH:9]=[N:10][CH:11]=[CH:12][CH:13]=2)[N:5]=[CH:4]1.CC([O-])(C)C.[K+].N1C=CC=CC=1.[CH:26]1([N:32]([CH3:36])[C:33](Cl)=[O:34])[CH2:31][CH2:30][CH2:29][CH2:28][CH2:27]1, predict the reaction product.